From a dataset of Catalyst prediction with 721,799 reactions and 888 catalyst types from USPTO. Predict which catalyst facilitates the given reaction. Reactant: [NH2:1][S:2]([CH2:5][C@H:6]([CH3:17])[C:7]([O:9]CC1C=CC=CC=1)=[O:8])(=[O:4])=[O:3]. The catalyst class is: 19. Product: [NH2:1][S:2]([CH2:5][C@H:6]([CH3:17])[C:7]([OH:9])=[O:8])(=[O:4])=[O:3].